Dataset: Forward reaction prediction with 1.9M reactions from USPTO patents (1976-2016). Task: Predict the product of the given reaction. (1) Given the reactants [CH3:1][N:2]1[CH2:15][CH2:14][C:13]2[C:12]3[CH:11]=[C:10]([CH3:16])[CH:9]=[CH:8][C:7]=3[NH:6][C:5]=2[CH2:4][CH2:3]1.[CH:17]([C:19]1[CH:24]=[CH:23][N:22]=[CH:21][CH:20]=1)=[CH2:18].[OH-].[Na+], predict the reaction product. The product is: [CH3:1][N:2]1[CH2:15][CH2:14][C:13]2[C:12]3[CH:11]=[C:10]([CH3:16])[CH:9]=[CH:8][C:7]=3[N:6]([CH2:18][CH2:17][C:19]3[CH:24]=[CH:23][N:22]=[CH:21][CH:20]=3)[C:5]=2[CH2:4][CH2:3]1. (2) Given the reactants [Cl:1][C:2]1[S:3][C:4]([CH:7]=[O:8])=[CH:5][N:6]=1.[CH3:9][Mg+].[Br-], predict the reaction product. The product is: [Cl:1][C:2]1[S:3][C:4]([C:7](=[O:8])[CH3:9])=[CH:5][N:6]=1. (3) Given the reactants Cl[C:2]1[C:11]2[N:12]=[C:13]([OH:22])[N:14]([CH2:15][C:16]3[CH:17]=[N:18][CH:19]=[CH:20][CH:21]=3)[C:10]=2[C:9]2[CH:8]=[CH:7][CH:6]=[CH:5][C:4]=2[N:3]=1.[NH3:23], predict the reaction product. The product is: [NH2:23][C:2]1[C:11]2[N:12]=[C:13]([OH:22])[N:14]([CH2:15][C:16]3[CH:17]=[N:18][CH:19]=[CH:20][CH:21]=3)[C:10]=2[C:9]2[CH:8]=[CH:7][CH:6]=[CH:5][C:4]=2[N:3]=1. (4) The product is: [OH:26][C:2]1[CH:7]=[CH:6][C:5]([C@H:8]2[N:16]3[C@@H:11]([CH2:12][CH2:13][CH2:14][CH2:15]3)[CH2:10][CH2:9]2)=[CH:4][CH:3]=1. Given the reactants Br[C:2]1[CH:7]=[CH:6][C:5]([C@H:8]2[N:16]3[C@@H:11]([CH2:12][CH2:13][CH2:14][CH2:15]3)[CH2:10][CH2:9]2)=[CH:4][CH:3]=1.C([Li])CCC.C[Si]([O:26]O[Si](C)(C)C)(C)C, predict the reaction product. (5) Given the reactants Cl.[NH2:2][C@@H:3]([C:14]1[CH:19]=[CH:18][C:17]([C:20]2[CH:25]=[CH:24][CH:23]=[C:22]([O:26][CH3:27])[CH:21]=2)=[CH:16][CH:15]=1)[C:4]([O:6][CH2:7][C:8]1[CH:13]=[CH:12][CH:11]=[CH:10][CH:9]=1)=[O:5].[CH3:28][O:29][C:30]([CH2:32][C@@H:33]([CH2:37][CH:38]([CH3:40])[CH3:39])[C:34](O)=[O:35])=[O:31].C1C=CC2N(O)N=NC=2C=1.C(Cl)CCl.CN1CCOCC1, predict the reaction product. The product is: [CH3:27][O:26][C:22]1[CH:21]=[C:20]([C:17]2[CH:18]=[CH:19][C:14]([C@@H:3]([C:4]([O:6][CH2:7][C:8]3[CH:9]=[CH:10][CH:11]=[CH:12][CH:13]=3)=[O:5])[NH:2][C:34]([C@H:33]([CH2:37][CH:38]([CH3:40])[CH3:39])[CH2:32][C:30]([O:29][CH3:28])=[O:31])=[O:35])=[CH:15][CH:16]=2)[CH:25]=[CH:24][CH:23]=1.